From a dataset of Forward reaction prediction with 1.9M reactions from USPTO patents (1976-2016). Predict the product of the given reaction. (1) Given the reactants [NH2:1][CH2:2][CH2:3][CH2:4][NH:5][C:6]([CH:8]1[CH:12]([C:13]2[CH:18]=[CH:17][CH:16]=[C:15]([Cl:19])[C:14]=2[F:20])[C:11]([C:23]2[CH:28]=[CH:27][C:26]([Cl:29])=[CH:25][C:24]=2[F:30])([C:21]#[N:22])[CH:10]([CH2:31][C:32]([CH3:35])([CH3:34])[CH3:33])[NH:9]1)=[O:7].[S:36](N)([NH2:39])(=[O:38])=[O:37].C(=O)([O-])[O-].[K+].[K+], predict the reaction product. The product is: [NH2:39][S:36]([NH:1][CH2:2][CH2:3][CH2:4][NH:5][C:6]([CH:8]1[CH:12]([C:13]2[CH:18]=[CH:17][CH:16]=[C:15]([Cl:19])[C:14]=2[F:20])[C:11]([C:23]2[CH:28]=[CH:27][C:26]([Cl:29])=[CH:25][C:24]=2[F:30])([C:21]#[N:22])[CH:10]([CH2:31][C:32]([CH3:35])([CH3:34])[CH3:33])[NH:9]1)=[O:7])(=[O:38])=[O:37]. (2) Given the reactants Br[C:2]1[CH:9]=[C:8]([F:10])[CH:7]=[CH:6][C:3]=1[C:4]#[N:5].[NH:11]1[CH2:15][CH2:14][CH2:13][C:12]1=[O:16].C([O-])([O-])=O.[Cs+].[Cs+], predict the reaction product. The product is: [F:10][C:8]1[CH:7]=[CH:6][C:3]([C:4]#[N:5])=[C:2]([N:11]2[CH2:15][CH2:14][CH2:13][C:12]2=[O:16])[CH:9]=1. (3) Given the reactants [CH3:1][O:2][C:3]1[CH:8]=[CH:7][C:6]([CH2:9][C:10]([NH:12][C:13]2[CH:17]=[CH:16][S:15][C:14]=2[C:18]([O:20]C)=[O:19])=[O:11])=[CH:5][CH:4]=1.[OH-].[Na+].Cl, predict the reaction product. The product is: [CH3:1][O:2][C:3]1[CH:8]=[CH:7][C:6]([CH2:9][C:10]([NH:12][C:13]2[CH:17]=[CH:16][S:15][C:14]=2[C:18]([OH:20])=[O:19])=[O:11])=[CH:5][CH:4]=1.